The task is: Predict the reactants needed to synthesize the given product.. This data is from Full USPTO retrosynthesis dataset with 1.9M reactions from patents (1976-2016). (1) Given the product [CH:1]1[C:13]2[CH:12]([NH:14][C:15]([NH:30][C:21]3[C:22]([C:24]4[CH:25]=[CH:26][CH:27]=[CH:28][CH:29]=4)=[N:23][C:18]([CH3:17])=[CH:19][CH:20]=3)=[O:16])[C:11]3[C:6](=[CH:7][CH:8]=[CH:9][CH:10]=3)[C:5]=2[CH:4]=[CH:3][CH:2]=1, predict the reactants needed to synthesize it. The reactants are: [CH:1]1[C:13]2[CH:12]([N:14]=[C:15]=[O:16])[C:11]3[C:6](=[CH:7][CH:8]=[CH:9][CH:10]=3)[C:5]=2[CH:4]=[CH:3][CH:2]=1.[CH3:17][C:18]1[N:23]=[C:22]([C:24]2[CH:29]=[CH:28][CH:27]=[CH:26][CH:25]=2)[C:21]([NH2:30])=[CH:20][CH:19]=1.CCN(C(C)C)C(C)C. (2) The reactants are: [CH:1]1([C:6]2[CH:7]=[CH:8][C:9]3[O:13][C:12]([C:14]4[CH:15]=[C:16]5[C:21](=[CH:22][CH:23]=4)[CH2:20][N:19]([CH2:24][CH2:25][C:26]([O:28]C(C)(C)C)=[O:27])[CH2:18][CH2:17]5)=[CH:11][C:10]=3[CH:33]=2)[CH2:5][CH2:4][CH2:3][CH2:2]1.C(O)(C(F)(F)F)=O. Given the product [CH:1]1([C:6]2[CH:7]=[CH:8][C:9]3[O:13][C:12]([C:14]4[CH:15]=[C:16]5[C:21](=[CH:22][CH:23]=4)[CH2:20][N:19]([CH2:24][CH2:25][C:26]([OH:28])=[O:27])[CH2:18][CH2:17]5)=[CH:11][C:10]=3[CH:33]=2)[CH2:2][CH2:3][CH2:4][CH2:5]1, predict the reactants needed to synthesize it. (3) Given the product [Br-:1].[CH3:10][O:9][C:7]([C:6]1[CH:11]=[CH:12][C:3]([CH2:2][P+:25]([C:26]2[CH:27]=[CH:28][CH:29]=[CH:30][CH:31]=2)([C:32]2[CH:37]=[CH:36][CH:35]=[CH:34][CH:33]=2)[C:19]2[CH:20]=[CH:21][CH:22]=[CH:23][CH:24]=2)=[CH:4][C:5]=1[C:13]1[CH:18]=[CH:17][CH:16]=[CH:15][CH:14]=1)=[O:8], predict the reactants needed to synthesize it. The reactants are: [Br:1][CH2:2][C:3]1[CH:12]=[CH:11][C:6]([C:7]([O:9][CH3:10])=[O:8])=[C:5]([C:13]2[CH:18]=[CH:17][CH:16]=[CH:15][CH:14]=2)[CH:4]=1.[C:19]1([P:25]([C:32]2[CH:37]=[CH:36][CH:35]=[CH:34][CH:33]=2)[C:26]2[CH:31]=[CH:30][CH:29]=[CH:28][CH:27]=2)[CH:24]=[CH:23][CH:22]=[CH:21][CH:20]=1. (4) The reactants are: [S:1]1[CH:5]=[CH:4][C:3]([CH2:6][CH2:7][NH:8][C:9](=[O:15])[O:10][C:11]([CH3:14])([CH3:13])[CH3:12])=[CH:2]1.C=O.[CH3:18]C1C=CC(S(O)(=O)=O)=CC=1. Given the product [S:1]1[C:2]2[CH2:18][N:8]([C:9]([O:10][C:11]([CH3:12])([CH3:14])[CH3:13])=[O:15])[CH2:7][CH2:6][C:3]=2[CH:4]=[CH:5]1, predict the reactants needed to synthesize it. (5) Given the product [C:1]([O:5][C:6]([N:8]([CH3:18])[C:9]1[CH:14]=[CH:13][CH:12]=[C:11]([CH3:15])[N:10]=1)=[O:7])([CH3:4])([CH3:3])[CH3:2], predict the reactants needed to synthesize it. The reactants are: [C:1]([O:5][C:6]([NH:8][C:9]1[CH:14]=[CH:13][CH:12]=[C:11]([CH3:15])[N:10]=1)=[O:7])([CH3:4])([CH3:3])[CH3:2].[H-].[Na+].[CH3:18]I. (6) Given the product [Cl:3][C:4]1[C:9]([C:10]2[CH:11]=[CH:12][CH:13]=[CH:14][CH:15]=2)=[N:8][N:7]=[C:6]2[N:16]([CH2:24][C:25]([N:27]3[CH2:31][CH2:30][CH2:29][CH2:28]3)=[O:26])[N:17]=[C:18]([C:19]([F:22])([F:20])[F:21])[C:5]=12, predict the reactants needed to synthesize it. The reactants are: [H-].[Na+].[Cl:3][C:4]1[C:9]([C:10]2[CH:15]=[CH:14][CH:13]=[CH:12][CH:11]=2)=[N:8][N:7]=[C:6]2[NH:16][N:17]=[C:18]([C:19]([F:22])([F:21])[F:20])[C:5]=12.Cl[CH2:24][C:25]([N:27]1[CH2:31][CH2:30][CH2:29][CH2:28]1)=[O:26].O. (7) Given the product [CH:21]([O:20][C:17]1[CH:18]=[CH:19][C:14]([C:12]2[S:13][C:8]3[CH:7]=[C:6]([C:4]([OH:3])=[O:5])[N:10]([C:25]4[CH:30]=[N:29][C:28]([O:31][CH:32]([CH3:34])[CH3:33])=[CH:27][CH:26]=4)[C:9]=3[CH:11]=2)=[CH:15][CH:16]=1)([CH3:23])[CH3:22], predict the reactants needed to synthesize it. The reactants are: C([O:3][C:4]([C:6]1[NH:10][C:9]2[CH:11]=[C:12]([C:14]3[CH:19]=[CH:18][C:17]([O:20][CH:21]([CH3:23])[CH3:22])=[CH:16][CH:15]=3)[S:13][C:8]=2[CH:7]=1)=[O:5])C.Br[C:25]1[CH:26]=[CH:27][C:28]([O:31][CH:32]([CH3:34])[CH3:33])=[N:29][CH:30]=1.